Dataset: Reaction yield outcomes from USPTO patents with 853,638 reactions. Task: Predict the reaction yield, written as a fraction of the theoretical maximum amount of product (1.0 means a 100% yield; for example, 0.34 means a 34% yield). (1) The yield is 0.580. The reactants are C([O:8][C:9]1[C:10]([Cl:29])=[CH:11][C:12]([S:19]([C:22]2[CH:27]=[CH:26][C:25]([F:28])=[CH:24][CH:23]=2)(=[O:21])=[O:20])=[C:13]2[C:18]=1[N:17]=[CH:16][CH:15]=[CH:14]2)C1C=CC=CC=1.Cl. The product is [Cl:29][C:10]1[C:9]([OH:8])=[C:18]2[C:13]([CH:14]=[CH:15][CH:16]=[N:17]2)=[C:12]([S:19]([C:22]2[CH:27]=[CH:26][C:25]([F:28])=[CH:24][CH:23]=2)(=[O:20])=[O:21])[CH:11]=1. No catalyst specified. (2) The reactants are [CH2:1]([N:8]1[CH2:13][CH2:12][CH:11]([CH3:14])[C:10](=O)[CH2:9]1)[C:2]1[CH:7]=[CH:6][CH:5]=[CH:4][CH:3]=1.CO.C(O)(=O)C.[CH3:22][NH2:23]. The catalyst is O1CCCC1. The product is [CH2:1]([N:8]1[CH2:13][CH2:12][CH:11]([CH3:14])[CH:10]([NH:23][CH3:22])[CH2:9]1)[C:2]1[CH:7]=[CH:6][CH:5]=[CH:4][CH:3]=1. The yield is 0.690. (3) The reactants are [C:1]([C@H:5]1[CH2:10][CH2:9][C@H:8]([O:11][C:12]2[CH:21]=[C:20]([CH3:22])[C:19]3[C:14](=[CH:15][CH:16]=[CH:17][CH:18]=3)[C:13]=2[CH:23]=O)[CH2:7][CH2:6]1)([CH3:4])([CH3:3])[CH3:2].[CH2:25]([O:27][C:28]([CH:30]1[CH2:35][CH2:34][NH:33][CH2:32][CH2:31]1)=[O:29])[CH3:26].C(O)C.C([BH3-])#N.[Na+]. No catalyst specified. The product is [C:1]([C@H:5]1[CH2:10][CH2:9][C@H:8]([O:11][C:12]2[CH:21]=[C:20]([CH3:22])[C:19]3[C:14](=[CH:15][CH:16]=[CH:17][CH:18]=3)[C:13]=2[CH2:23][N:33]2[CH2:34][CH2:35][CH:30]([C:28]([O:27][CH2:25][CH3:26])=[O:29])[CH2:31][CH2:32]2)[CH2:7][CH2:6]1)([CH3:4])([CH3:3])[CH3:2]. The yield is 0.190. (4) The reactants are [Cl:1][C:2]1[N:3]=[N:4][C:5]([Cl:17])=[CH:6][C:7]=1[N:8]1[CH2:13][CH2:12][N:11]([CH2:14][CH2:15][OH:16])[CH2:10][CH2:9]1.C(O[C:21](=O)[C:22]1[CH:27]=[CH:26][C:25](O)=[CH:24][CH:23]=1)C.C1(P(C2C=CC=CC=2)C2C=CC=CC=2)C=CC=CC=1.N([C:51]([O:53][CH2:54]C)=[O:52])=N[C:51]([O:53][CH2:54]C)=[O:52]. The catalyst is O1CCCC1. The product is [CH3:54][O:53][C:51](=[O:52])[CH2:21][C:22]1[CH:23]=[CH:24][C:25]([O:16][CH2:15][CH2:14][N:11]2[CH2:10][CH2:9][N:8]([C:7]3[CH:6]=[C:5]([Cl:17])[N:4]=[N:3][C:2]=3[Cl:1])[CH2:13][CH2:12]2)=[CH:26][CH:27]=1. The yield is 0.329. (5) The reactants are [CH2:1]([O:3][C:4](=[O:15])[CH2:5][C:6]1[N:11]=[C:10]([Cl:12])[CH:9]=[C:8]([O:13]C)[N:7]=1)[CH3:2].C(#N)C.[I-].[K+].C[Si](C)(C)Cl. The catalyst is O. The product is [CH2:1]([O:3][C:4](=[O:15])[CH2:5][C:6]1[NH:7][C:8](=[O:13])[CH:9]=[C:10]([Cl:12])[N:11]=1)[CH3:2]. The yield is 0.810. (6) The reactants are [NH2:1][C:2]1[N:6]([C:7]2[CH:12]=[CH:11][CH:10]=[CH:9][CH:8]=2)[NH:5][C:4](=[O:13])[C:3]=1[CH3:14].C([O-])([O-])=O.[K+].[K+].Br[CH2:22][CH3:23].CCOC(C)=O. The catalyst is CN(C=O)C. The product is [CH2:22]([O:13][C:4]1[C:3]([CH3:14])=[C:2]([NH2:1])[N:6]([C:7]2[CH:12]=[CH:11][CH:10]=[CH:9][CH:8]=2)[N:5]=1)[CH3:23]. The yield is 0.470. (7) The reactants are Br[CH2:2][CH2:3][CH2:4][OH:5].[OH:6][C:7]1[CH:8]=[CH:9][C:10]([N+:15]([O-:17])=[O:16])=[C:11]([CH:14]=1)[CH:12]=[O:13].C([O-])([O-])=O.[K+].[K+].C(Cl)Cl. The catalyst is C(#N)C. The product is [N+:15]([C:10]1[CH:9]=[CH:8][C:7]([O:6][CH2:2][CH2:3][CH2:4][OH:5])=[CH:14][C:11]=1[CH:12]=[O:13])([O-:17])=[O:16]. The yield is 0.960. (8) The reactants are C(OC([N:8]1[CH2:13][CH2:12][C:11]2([CH2:18][CH2:17][CH:16]([NH:19][C:20]3[CH:25]=[CH:24][C:23]([Cl:26])=[C:22]([Cl:27])[CH:21]=3)[CH2:15][CH2:14]2)[CH2:10][CH2:9]1)=O)(C)(C)C.FC(F)(F)C(O)=O.O.[OH-].[Na+]. The catalyst is ClCCl. The product is [CH2:12]1[C:11]2([CH2:14][CH2:15][CH:16]([NH:19][C:20]3[CH:25]=[CH:24][C:23]([Cl:26])=[C:22]([Cl:27])[CH:21]=3)[CH2:17][CH2:18]2)[CH2:10][CH2:9][NH:8][CH2:13]1. The yield is 0.840. (9) The reactants are [O:1]1CCC[CH2:2]1.Br[C:7]1[CH:12]=[CH:11][C:10]([CH:13]2[O:17][CH2:16][CH2:15][O:14]2)=[CH:9][N:8]=1.C([Li])CCC.CN(C)C=O. The catalyst is O. The product is [O:14]1[CH2:15][CH2:16][O:17][CH:13]1[C:10]1[CH:11]=[CH:12][C:7]([CH:2]=[O:1])=[N:8][CH:9]=1. The yield is 0.470. (10) The reactants are Cl.[Cl:2][C:3]1[CH:4]=[C:5]2[C:9](=[CH:10][CH:11]=1)[NH:8][CH:7]=[C:6]2[CH2:12][CH2:13][NH2:14].[F:15][C:16]1[CH:17]=[C:18]([N:23]2[CH2:27][CH2:26][CH:25]([C:28](O)=[O:29])[C:24]2=[O:31])[CH:19]=[C:20]([F:22])[CH:21]=1.CN(C(ON1N=NC2C=CC=NC1=2)=[N+](C)C)C.F[P-](F)(F)(F)(F)F.C(N(CC)C(C)C)(C)C. The catalyst is CN(C=O)C. The product is [Cl:2][C:3]1[CH:4]=[C:5]2[C:9](=[CH:10][CH:11]=1)[NH:8][CH:7]=[C:6]2[CH2:12][CH2:13][NH:14][C:28]([CH:25]1[CH2:26][CH2:27][N:23]([C:18]2[CH:19]=[C:20]([F:22])[CH:21]=[C:16]([F:15])[CH:17]=2)[C:24]1=[O:31])=[O:29]. The yield is 0.260.